Dataset: Full USPTO retrosynthesis dataset with 1.9M reactions from patents (1976-2016). Task: Predict the reactants needed to synthesize the given product. (1) Given the product [CH3:18][O:19][C:20]1[C:29]([Si:30]([C:37]2[CH:38]=[CH:39][CH:40]=[CH:41][CH:42]=2)([C:43]2[CH:48]=[CH:47][CH:46]=[CH:45][CH:44]=2)[C:31]2[CH:32]=[CH:33][CH:34]=[CH:35][CH:36]=2)=[CH:28][C:27]2[C:22]([CH:21]=1)=[CH:23][CH:24]=[CH:25][CH:26]=2, predict the reactants needed to synthesize it. The reactants are: [Li]C(CC)C.CCCCCC.C1CCCCC1.[CH3:18][O:19][C:20]1[CH:29]=[CH:28][C:27]2[C:22](=[CH:23][CH:24]=[CH:25][CH:26]=2)[CH:21]=1.[Si:30](Cl)([C:43]1[CH:48]=[CH:47][CH:46]=[CH:45][CH:44]=1)([C:37]1[CH:42]=[CH:41][CH:40]=[CH:39][CH:38]=1)[C:31]1[CH:36]=[CH:35][CH:34]=[CH:33][CH:32]=1.CN(C)P(N(C)C)(N(C)C)=O. (2) Given the product [Cl:1][C:2]1[CH:7]=[CH:6][C:5]([O:8][CH3:9])=[CH:4][C:3]=1[C:16]1[CH:15]=[CH:14][CH:13]=[C:12]([F:11])[CH:17]=1, predict the reactants needed to synthesize it. The reactants are: [Cl:1][C:2]1[CH:7]=[CH:6][C:5]([O:8][CH3:9])=[CH:4][C:3]=1I.[F:11][C:12]1[CH:13]=[C:14](B(O)O)[CH:15]=[CH:16][CH:17]=1.C(=O)([O-])[O-].[Na+].[Na+]. (3) Given the product [OH-:23].[NH4+:1].[CH3:24][O:23][C:20]1[CH:21]=[C:22]2[C:17](=[CH:18][CH:19]=1)[N:16]([CH3:25])[CH:15]=[C:14]2[C:12]1[N:11]([CH2:26][O:27][CH2:28][CH2:29][Si:30]([CH3:31])([CH3:33])[CH3:32])[C:8]2=[N:9][CH:10]=[C:5]([CH2:4][NH2:1])[N:6]=[C:7]2[CH:13]=1, predict the reactants needed to synthesize it. The reactants are: [N:1]([CH2:4][C:5]1[N:6]=[C:7]2[CH:13]=[C:12]([C:14]3[C:22]4[C:17](=[CH:18][CH:19]=[C:20]([O:23][CH3:24])[CH:21]=4)[N:16]([CH3:25])[CH:15]=3)[N:11]([CH2:26][O:27][CH2:28][CH2:29][Si:30]([CH3:33])([CH3:32])[CH3:31])[C:8]2=[N:9][CH:10]=1)=[N+]=[N-].C1(P(C2C=CC=CC=2)C2C=CC=CC=2)C=CC=CC=1.O. (4) Given the product [NH2:35][C:36]1([C:40]2[CH:41]=[CH:42][C:43]([C:46]3[C:55]([C:56]4[CH:57]=[CH:58][CH:59]=[CH:60][CH:61]=4)=[CH:54][C:53]4[C:52](=[O:62])[N:51]([CH2:63][C:64]#[N:65])[CH2:50][CH2:49][C:48]=4[N:47]=3)=[CH:44][CH:45]=2)[CH2:39][CH2:38][CH2:37]1, predict the reactants needed to synthesize it. The reactants are: NC1(C2C=CC(C3C(C4C=CC=CC=4)=CC4C(=O)CCCC=4N=3)=CC=2)CCC1.C(OC(=O)[NH:35][C:36]1([C:40]2[CH:45]=[CH:44][C:43]([C:46]3[C:55]([C:56]4[CH:61]=[CH:60][CH:59]=[CH:58][CH:57]=4)=[CH:54][C:53]4[C:52](=[O:62])[N:51]([CH2:63][C:64]#[N:65])[CH2:50][CH2:49][C:48]=4[N:47]=3)=[CH:42][CH:41]=2)[CH2:39][CH2:38][CH2:37]1)(C)(C)C. (5) The reactants are: [CH3:1][C:2]1([CH3:10])[O:7][CH:6]([CH2:8][OH:9])[CH2:5][O:4][CH2:3]1.[CH3:11][S:12](Cl)(=[O:14])=[O:13].C([O-])(O)=O.[Na+]. Given the product [CH3:11][S:12]([O:9][CH2:8][CH:6]1[CH2:5][O:4][CH2:3][C:2]([CH3:10])([CH3:1])[O:7]1)(=[O:14])=[O:13], predict the reactants needed to synthesize it. (6) Given the product [C:1]([NH:8][C:40](=[O:39])[C@H:36]([CH2:37][CH:38]1[CH2:26][CH2:25][CH2:34][CH2:32][CH2:31]1)[NH2:35])([O:3][C:4]([CH3:5])([CH3:6])[CH3:7])=[O:2], predict the reactants needed to synthesize it. The reactants are: [C:1]([NH:8][C@H](C(O)=O)CC1CCCCC1)([O:3][C:4]([CH3:7])([CH3:6])[CH3:5])=[O:2].C(N([CH2:25][CH3:26])CC)C.ClC(O[CH2:31][CH:32]([CH3:34])C)=O.[NH3:35].[CH2:36]1[CH2:40][O:39][CH2:38][CH2:37]1. (7) Given the product [CH3:25][C@@H:22]([CH2:23][CH3:24])[CH2:21][O:20][C:17]1[CH:18]=[CH:19][C:14]([C@@H:4]([NH2:3])[CH2:5][N:7]2[CH2:8][CH2:9][N:10]([CH3:13])[CH2:11][CH2:12]2)=[CH:15][CH:16]=1, predict the reactants needed to synthesize it. The reactants are: Cl.Cl.[NH2:3][C@H:4]([C:14]1[CH:19]=[CH:18][C:17]([O:20][CH2:21][C@@H:22]([CH3:25])[CH2:23][CH3:24])=[CH:16][CH:15]=1)[C:5]([N:7]1[CH2:12][CH2:11][N:10]([CH3:13])[CH2:9][CH2:8]1)=O.[H-].[H-].[H-].[H-].[Li+].[Al+3].[OH-].[K+].